From a dataset of Reaction yield outcomes from USPTO patents with 853,638 reactions. Predict the reaction yield, written as a fraction of the theoretical maximum amount of product (1.0 means a 100% yield; for example, 0.34 means a 34% yield). (1) The reactants are OO.[Cl:3][C:4]1[CH:9]=[CH:8][CH:7]=[C:6]([CH3:10])[N:5]=1.C(=O)(O)[O-:12].[Na+]. The catalyst is C(O)(=O)C. The product is [Cl:3][C:4]1[CH:9]=[CH:8][CH:7]=[C:6]([CH3:10])[N+:5]=1[O-:12]. The yield is 0.965. (2) The product is [S:1]1[C:5]2[CH:6]=[CH:7][CH:8]=[CH:9][C:4]=2[N:3]=[C:2]1[C:10]1[C:11]([CH3:30])=[N:12][C:13]([NH:73][C:74]2[CH:79]=[CH:78][N:77]=[CH:76][CH:75]=2)=[CH:14][C:15]=1[NH:16][C@H:17]1[C@@H:21]2[O:22][C:23]([CH3:26])([CH3:25])[O:24][C@@H:20]2[C@@H:19]([CH2:27][OH:28])[CH2:18]1. The catalyst is C1C=CC(/C=C/C(/C=C/C2C=CC=CC=2)=O)=CC=1.C1C=CC(/C=C/C(/C=C/C2C=CC=CC=2)=O)=CC=1.C1C=CC(/C=C/C(/C=C/C2C=CC=CC=2)=O)=CC=1.[Pd].[Pd].O1CCOCC1. The yield is 0.960. The reactants are [S:1]1[C:5]2[CH:6]=[CH:7][CH:8]=[CH:9][C:4]=2[N:3]=[C:2]1[C:10]1[C:11]([CH3:30])=[N:12][C:13](Cl)=[CH:14][C:15]=1[NH:16][C@H:17]1[C@@H:21]2[O:22][C:23]([CH3:26])([CH3:25])[O:24][C@@H:20]2[C@@H:19]([CH2:27][OH:28])[CH2:18]1.CC1(C)C2C(=C(P(C3C=CC=CC=3)C3C=CC=CC=3)C=CC=2)OC2C(P(C3C=CC=CC=3)C3C=CC=CC=3)=CC=CC1=2.[NH2:73][C:74]1[CH:79]=[CH:78][N:77]=[CH:76][CH:75]=1.C([O-])([O-])=O.[Cs+].[Cs+]. (3) The reactants are FC(F)[C:3]1[N:7](C2N=C(N3CCOCC3)N=C(OC3CCN(S(C=C)(=O)=O)CC3)N=2)[C:6]2[CH:32]=[CH:33][CH:34]=[C:35](OC)[C:5]=2[N:4]=1.N1CCOCC1. No catalyst specified. The product is [NH:4]1[C:5]2[CH:35]=[CH:34][CH:33]=[CH:32][C:6]=2[N:7]=[CH:3]1. The yield is 0.810. (4) The reactants are [Cl:1][C:2]1[CH:10]=[CH:9][CH:8]=[C:7]2[C:3]=1[C:4]1([CH2:21][O:20][C:19]3[CH:22]=[C:23]4[C:27](=[CH:28][C:18]1=3)[CH2:26][CH2:25][O:24]4)[C:5](=[O:17])[N:6]2[CH2:11][C:12]([O:14]CC)=[O:13].O=C1C2(C3=CC4OCOC=4C=C3OC2)C2C(=CC=CC=2)N1CC(OCC)=O. No catalyst specified. The product is [Cl:1][C:2]1[CH:10]=[CH:9][CH:8]=[C:7]2[C:3]=1[C:4]1([CH2:21][O:20][C:19]3[CH:22]=[C:23]4[C:27](=[CH:28][C:18]1=3)[CH2:26][CH2:25][O:24]4)[C:5](=[O:17])[N:6]2[CH2:11][C:12]([OH:14])=[O:13]. The yield is 0.920.